This data is from Experimentally validated miRNA-target interactions with 360,000+ pairs, plus equal number of negative samples. The task is: Binary Classification. Given a miRNA mature sequence and a target amino acid sequence, predict their likelihood of interaction. (1) The protein sequence of the target gene is MFDTTPHSGRSTPSSSPSLRKRLQLLPPSRPPPEPEPGTMVEKGSDSSSEKGGVPGTPSTQSLGSRNFIRNSKKMQSWYSMLSPTYKQRNEDFRKLFSKLPEAERLIVDYSCALQREILLQGRLYLSENWICFYSNIFRWETTISIQLKEVTCLKKEKTAKLIPNAIQICTESEKHFFTSFGARDRCFLLIFRLWQNALLEKTLSPRELWHLVHQCYGSELGLTSEDEDYVSPLQLNGLGTPKEVGDVIALSDITSSGAADRSQEPSPVGSRRGHVTPNLSRASSDADHGAEEDKEEQVD.... The miRNA is hsa-miR-142-3p with sequence UGUAGUGUUUCCUACUUUAUGGA. Result: 0 (no interaction). (2) The miRNA is hsa-miR-6889-5p with sequence UCGGGGAGUCUGGGGUCCGGAAU. The protein sequence of the target gene is MTTANCGAHDELDFKLVFGEDGAPAPPPPGSRPADLEPDDCASIYIFNVDPPPSTLTTPLCLPHHGLPSHSSVLSPSFQLQSHKNYEGTCEIPESKYSPLGGPKPFECPSIQITSISPNCHQELDAHEDDLQINDPEREFLERPSRDHLYLPLEPSYRESSLSPSPASSISSRSWFSDASSCESLSHIYDDVDSELNEAAARFTLGSPLTSPGGSPGGCPGEETWHQQYGLGHSLSPRQSPCHSPRSSVTDENWLSPRPASGPSSRPTSPCGKRRHSSAEVCYAGSLSPHHSPVPSPGHS.... Result: 0 (no interaction). (3) The miRNA is hsa-miR-4525 with sequence GGGGGGAUGUGCAUGCUGGUU. The protein sequence of the target gene is MNRLRNAKIYVERAVKQKKIFTIQGCYPVIRCLLRRRGWVEKKMVHRSGPTLLPPQKDLDSSAMGDSDTTEDEDEDEDEEFQPSQLFDFDDLLKFDDLDGTHALMVGLCLNLRNLPWFDEVDANSFFPRCYCLGAEDDKKAFIEDFWLTAARNVLKLVVKSEWKSYPIQAVEEEASGDKQPKKQEKNPVLVSPEFVDEALCACEEYLSNLAHMDIDKDLEAPLYLTPEGWSLFLQRYYQVVHEGAELRHLDTQVQRCEDILQQLQAVVPQIDMEGDRNIWIVKPGAKSRGRGIMCMDHLE.... Result: 0 (no interaction). (4) The miRNA is hsa-miR-661 with sequence UGCCUGGGUCUCUGGCCUGCGCGU. The protein sequence of the target gene is MADEEAEQERLSCGEGGCVAELQRLGERLQELELQLRESRVPAVEAATDYCQQLCQTLLEYAEKWKTSEDPLPLLEVYTVAIQSYVKARPYLTSECENVALVLERLALSCVELLLCLPVELSDKQWEQFQTLVQVAHEKLMENGSCELHFLATLAQETGVWKNPVLCTILSQEPLDKDKVNEFLAFEGPILLDMRIKHLIKTNQLSQATALAKLCSDHPEIGIKGSFKQTYLVCLCTSSPNGKLIEEISEVDCKDALEMICNLESEGDEKSALVLCTAFLSRQLQQGDMYCAWELTLFWS.... Result: 1 (interaction). (5) The miRNA is hsa-miR-4700-3p with sequence CACAGGACUGACUCCUCACCCCAGUG. The protein sequence of the target gene is MAADGERSPLLSEPIDGGAGGNGLVGPGGSGAGPGGGLTPSAPPYGAAFPPFPEGHPAVLPGEDPPPYSPLTSPDSGSAPMITCRVCQSLINVEGKMHQHVVKCGVCNEATPIKNAPPGKKYVRCPCNCLLICKVTSQRIACPRPYCKRIINLGPVHPGPLSPEPQPMGVRVICGHCKNTFLWTEFTDRTLARCPHCRKVSSIGRRYPRKRCICCFLLGLLLAVTATGLAFGTWKHARRYGGIYAAWAFVILLAVLCLGRALYWACMKVSHPVQNFS. Result: 1 (interaction). (6) The miRNA is cel-miR-43-3p with sequence UAUCACAGUUUACUUGCUGUCGC. The protein sequence of the target gene is MAAPCAEDPSLERHFKGHRDAVTCVDFSINTKQLASGSMDSCLMVWHMKPQSRAYRFTGHKDAVTCVNFSPSGHLLASGSRDKTVRIWVPNVKGESTVFRAHTATVRSVHFCSDGQSFVTASDDKTVKVWATHRQKFLFSLSQHINWVRCAKFSPDGRLIVSASDDKTVKLWDKSSRECVHSYCEHGGFVTYVDFHPSGTCIAAAGMDNTVKVWDVRTHRLLQHYQLHSAAVNGLSFHPSGNYLITASSDSTLKILDLMEGRLLYTLHGHQGPATTVAFSRTGEYFASGGSDEQVMVWKS.... Result: 0 (no interaction). (7) The protein sequence of the target gene is MDKEYVGFAALPNQLHRKSVKKGFDFTLMVAGESGLGKSTLINSLFLTNLYEDRQVPEASARLTQTLAIERRGVEIEEGGVKVKLTLVDTPGFGDSVDCSDCWLPVVKFIEEQFEQYLRDESGLNRKNIQDSRVHCCLYFISPFGRGLRPLDVAFLRAVHEKVNIIPVIGKADALMPQETQALKQKIRDQLKEEEIHIYQFPECDSDEDEDFKRQDAEMKESIPFAVVGSCEVVRDGGNRPVRGRRYSWGTVEVENPHHCDFLNLRRMLVQTHLQDLKEVTHDLLYEGYRARCLQSLARP.... The miRNA is hsa-miR-148b-5p with sequence AAGUUCUGUUAUACACUCAGGC. Result: 0 (no interaction).